From a dataset of Reaction yield outcomes from USPTO patents with 853,638 reactions. Predict the reaction yield, written as a fraction of the theoretical maximum amount of product (1.0 means a 100% yield; for example, 0.34 means a 34% yield). (1) The reactants are Cl[CH2:2][C:3]([O:5][C:6](=[O:9])[CH2:7][Cl:8])=O.CN(C1C=CC=CN=1)C.[CH2:19]([O:21][CH:22]([O:24][CH:25]1[CH2:37][CH2:36][C:35]([O:39][CH:40]([O:42][CH2:43][CH3:44])[CH3:41])(C)[CH:34](O)C=[CH:32][CH:31]([CH3:46])[CH:30](/[C:47](/[CH3:68])=[CH:48]/[CH:49]=[CH:50]/[CH:51]([CH3:67])[CH2:52][CH:53]2[O:66][CH:54]2[CH:55]([CH3:65])[CH:56]([O:59][CH:60]([O:62][CH2:63][CH3:64])[CH3:61])[CH2:57][CH3:58])[O:29][C:27](=[O:28])[CH2:26]1)[CH3:23])[CH3:20].C(N(CC)CC)C. The catalyst is ClCCl.O.C(OCC)(=O)C. The product is [Cl:8][CH2:7][C:6]([O:5][CH:3]1[C:35]([O:39][CH:40]([O:42][CH2:43][CH3:44])[CH3:41])([CH3:34])[CH2:36][CH2:37][CH:25]([O:24][CH:22]([O:21][CH2:19][CH3:20])[CH3:23])[CH2:26][C:27]([O:29][CH:30](/[C:47](/[CH3:68])=[CH:48]/[CH:49]=[CH:50]/[CH:51]([CH3:67])[CH2:52][CH:53]2[O:66][CH:54]2[CH:55]([CH3:65])[CH:56]([O:59][CH:60]([O:62][CH2:63][CH3:64])[CH3:61])[CH2:57][CH3:58])[CH:31]([CH3:46])[CH:32]=[CH:2]1)=[O:28])=[O:9]. The yield is 0.940. (2) The reactants are [C:1](=[O:16])([O:14][CH3:15])[O:2][C:3]1[CH:8]=[CH:7][C:6]([C:9]([CH3:12])([CH3:11])[CH3:10])=[CH:5][C:4]=1[Br:13].OS(O)(=O)=O.[N+:22]([O-])([O-:24])=[O:23].[K+]. No catalyst specified. The product is [C:1](=[O:16])([O:14][CH3:15])[O:2][C:3]1[CH:8]=[C:7]([N+:22]([O-:24])=[O:23])[C:6]([C:9]([CH3:11])([CH3:12])[CH3:10])=[CH:5][C:4]=1[Br:13]. The yield is 0.760. (3) The reactants are [CH3:1][O:2][C:3]1[CH:27]=[CH:26][C:6]([CH2:7][N:8]2[CH:12]=[C:11]([C:13]3[N:14]=[C:15]([NH:19][C:20]4[CH:25]=[CH:24][CH:23]=[CH:22][N:21]=4)[S:16][C:17]=3Br)[CH:10]=[N:9]2)=[CH:5][CH:4]=1.[NH:28]1[CH2:33][CH2:32][CH2:31][CH2:30][CH2:29]1.CCN(CC)CC. The catalyst is CN(C=O)C.CCOC(C)=O.O. The product is [CH3:1][O:2][C:3]1[CH:27]=[CH:26][C:6]([CH2:7][N:8]2[CH:12]=[C:11]([C:13]3[N:14]=[C:15]([NH:19][C:20]4[CH:25]=[CH:24][CH:23]=[CH:22][N:21]=4)[S:16][C:17]=3[N:28]3[CH2:33][CH2:32][CH2:31][CH2:30][CH2:29]3)[CH:10]=[N:9]2)=[CH:5][CH:4]=1. The yield is 0.260. (4) The reactants are [O:1]1[C:5]([NH2:6])=[CH:4][CH:3]=[N:2]1.N1C=CC=CC=1.Cl[C:14]([O:16][CH2:17][C:18]([Cl:21])([Cl:20])[Cl:19])=[O:15]. The catalyst is O1CCCC1. The product is [O:1]1[C:5]([NH:6][C:14](=[O:15])[O:16][CH2:17][C:18]([Cl:21])([Cl:20])[Cl:19])=[CH:4][CH:3]=[N:2]1. The yield is 0.539. (5) The reactants are C[O:2][CH:3](OC)[C:4]1[N:5]([C:13]2[CH:18]=[CH:17][C:16]([N+:19]([O-:21])=[O:20])=[CH:15][CH:14]=2)[CH:6]=[C:7]([C:9]([F:12])([F:11])[F:10])[N:8]=1.CC1C=CC(S(O)(=O)=O)=CC=1. The catalyst is CC(C)=O.O. The product is [N+:19]([C:16]1[CH:17]=[CH:18][C:13]([N:5]2[CH:6]=[C:7]([C:9]([F:12])([F:11])[F:10])[N:8]=[C:4]2[CH:3]=[O:2])=[CH:14][CH:15]=1)([O-:21])=[O:20]. The yield is 0.872. (6) The reactants are [CH:1]([OH:4])([CH3:3])[CH3:2].F[C:6]1[CH:11]=[CH:10][CH:9]=[CH:8][C:7]=1[N+:12]([O-:14])=[O:13].[CH:15]([O:18][C:19]1[CH:25]=[CH:24][CH:23]=[CH:22][C:20]=1[NH2:21])([CH3:17])[CH3:16].[NH2:26][C:27]1[S:28][CH:29]=[CH:30][N:31]=1. No catalyst specified. The product is [CH:1]([O:4][C:6]1[CH:11]=[CH:10][CH:9]=[CH:8][C:7]=1[N+:12]([O-:14])=[O:13])([CH3:3])[CH3:2].[CH:15]([O:18][C:19]1[CH:25]=[CH:24][CH:23]=[CH:22][C:20]=1[NH:21][C:1]([NH:26][C:27]1[S:28][CH:29]=[CH:30][N:31]=1)=[O:4])([CH3:17])[CH3:16]. The yield is 0.700. (7) The reactants are [CH3:1][S:2][C:3]1[N:12]=[CH:11][C:10]2[CH:9]=[CH:8][C:7]3[C:13]([C:23]([NH2:25])=[O:24])=[N:14][N:15]([CH2:16][CH:17]4[CH2:22][CH2:21][NH:20][CH2:19][CH2:18]4)[C:6]=3[C:5]=2[N:4]=1.C(O)(=O)C.O=[CH:31][CH2:32][NH:33][C:34](=[O:40])[O:35][C:36]([CH3:39])([CH3:38])[CH3:37].[BH3-]C#N.[Na+]. The catalyst is CO.CN(C=O)C. The product is [C:36]([O:35][C:34](=[O:40])[NH:33][CH2:32][CH2:31][N:20]1[CH2:21][CH2:22][CH:17]([CH2:16][N:15]2[C:6]3[C:5]4[N:4]=[C:3]([S:2][CH3:1])[N:12]=[CH:11][C:10]=4[CH:9]=[CH:8][C:7]=3[C:13]([C:23](=[O:24])[NH2:25])=[N:14]2)[CH2:18][CH2:19]1)([CH3:39])([CH3:38])[CH3:37]. The yield is 0.750. (8) The reactants are [OH:1][C:2]1[C:7](=[O:8])[CH:6]=[CH:5][N:4]([CH3:9])[C:3]=1[CH:10](O)[C:11]([F:14])([F:13])[F:12].[NH:16]1[CH2:21][CH2:20][CH2:19][CH2:18][CH2:17]1. No catalyst specified. The product is [OH:1][C:2]1[C:7](=[O:8])[CH:6]=[CH:5][N:4]([CH3:9])[C:3]=1[CH:10]([N:16]1[CH2:21][CH2:20][CH2:19][CH2:18][CH2:17]1)[C:11]([F:14])([F:13])[F:12]. The yield is 0.540. (9) The reactants are [F-:1].C([N+](CCCC)(CCCC)CCCC)CCC.[C:19]([O:23][C:24]([N:26]1[CH2:33][CH2:32][C:29]2([O:31][CH2:30]2)[CH2:28][CH2:27]1)=[O:25])([CH3:22])([CH3:21])[CH3:20]. The catalyst is O1CCCC1. The product is [C:19]([O:23][C:24]([N:26]1[CH2:33][CH2:32][C:29]([CH2:30][F:1])([OH:31])[CH2:28][CH2:27]1)=[O:25])([CH3:22])([CH3:21])[CH3:20]. The yield is 0.190. (10) The reactants are Cl[C:2]1[C:7]([N+:8]([O-:10])=[O:9])=[C:6]([C:11]2[CH:16]=[CH:15][C:14]([Cl:17])=[CH:13][C:12]=2[Cl:18])[CH:5]=[CH:4][N:3]=1.[CH3:19][O:20][CH2:21][CH:22]([NH2:25])[CH2:23][CH3:24]. No catalyst specified. The product is [Cl:18][C:12]1[CH:13]=[C:14]([Cl:17])[CH:15]=[CH:16][C:11]=1[C:6]1[CH:5]=[CH:4][N:3]=[C:2]([NH:25][CH:22]([CH2:21][O:20][CH3:19])[CH2:23][CH3:24])[C:7]=1[N+:8]([O-:10])=[O:9]. The yield is 0.830.